This data is from Peptide-MHC class I binding affinity with 185,985 pairs from IEDB/IMGT. The task is: Regression. Given a peptide amino acid sequence and an MHC pseudo amino acid sequence, predict their binding affinity value. This is MHC class I binding data. The peptide sequence is SAEDNYLAK. The MHC is HLA-A11:01 with pseudo-sequence HLA-A11:01. The binding affinity (normalized) is 0.628.